Dataset: Forward reaction prediction with 1.9M reactions from USPTO patents (1976-2016). Task: Predict the product of the given reaction. (1) Given the reactants [OH:1][C:2]1[CH:9]=[CH:8][C:5]([CH:6]=O)=[CH:4][C:3]=1[CH3:10].[Cl-].O[NH3+:13], predict the reaction product. The product is: [OH:1][C:2]1[CH:9]=[CH:8][C:5]([C:6]#[N:13])=[CH:4][C:3]=1[CH3:10]. (2) The product is: [Cl:34][C:22]1[CH:23]=[C:24]([C:27]2[C:32]([CH3:33])=[N:31][CH:30]=[CH:29][N:28]=2)[CH:25]=[CH:26][C:21]=1[C:19]1[C:18](=[O:35])[N:17]([CH2:36][CH3:37])[C:7]2[N:8]=[C:9]([NH:11][CH:12]3[CH2:16][CH2:15][N:14]([CH3:38])[CH2:13]3)[N:10]=[CH:5][C:6]=2[CH:20]=1. Given the reactants C([C:5]1[C:6]2[CH:20]=[C:19]([C:21]3[CH:26]=[CH:25][C:24]([C:27]4[C:32]([CH3:33])=[N:31][CH:30]=[CH:29][N:28]=4)=[CH:23][C:22]=3[Cl:34])[C:18](=[O:35])[N:17]([CH2:36][CH3:37])[C:7]=2[N:8]=[C:9]([NH:11][CH:12]2[CH2:16][CH2:15][NH:14][CH2:13]2)[N:10]=1)(C)(C)C.[CH2:38]=O, predict the reaction product. (3) Given the reactants [NH2:1][C@@:2]([C:6]1[CH:15]=[CH:14][C:13]2[C:8](=[CH:9][CH:10]=[C:11]([O:16][CH:17]3[CH2:22][CH2:21][CH:20]([CH2:23][CH2:24][CH2:25][CH3:26])[CH2:19][CH2:18]3)[CH:12]=2)[CH:7]=1)([CH3:5])[CH2:3][OH:4].[OH-].[Li+].C(O)C.O, predict the reaction product. The product is: [NH2:1][C@@:2]([C:6]1[CH:15]=[CH:14][C:13]2[C:8](=[CH:9][CH:10]=[C:11]([O:16][C@H:17]3[CH2:18][CH2:19][C@H:20]([CH2:23][CH2:24][CH2:25][CH3:26])[CH2:21][CH2:22]3)[CH:12]=2)[CH:7]=1)([CH3:5])[CH2:3][OH:4]. (4) Given the reactants [OH:1][NH:2][C:3]([C:5]1[C:14]2[C:9](=[CH:10][CH:11]=[CH:12][CH:13]=2)[CH:8]=[CH:7][N:6]=1)=[NH:4].[CH3:15][O:16][C:17]1[CH:18]=[C:19]([OH:26])[C:20](=[CH:24][CH:25]=1)[C:21](O)=O, predict the reaction product. The product is: [C:5]1([C:3]2[N:4]=[C:21]([C:20]3[CH:24]=[CH:25][C:17]([O:16][CH3:15])=[CH:18][C:19]=3[OH:26])[O:1][N:2]=2)[C:14]2[C:9](=[CH:10][CH:11]=[CH:12][CH:13]=2)[CH:8]=[CH:7][N:6]=1.